The task is: Predict the product of the given reaction.. This data is from Forward reaction prediction with 1.9M reactions from USPTO patents (1976-2016). (1) Given the reactants [CH3:1][C:2]1[C:11]([N+:12]([O-])=O)=[C:10]([CH3:15])[CH:9]=[C:8]2[C:3]=1[CH2:4][CH2:5][CH2:6][C:7]2=[O:16], predict the reaction product. The product is: [NH2:12][C:11]1[C:2]([CH3:1])=[C:3]2[C:8](=[CH:9][C:10]=1[CH3:15])[C:7](=[O:16])[CH2:6][CH2:5][CH2:4]2. (2) Given the reactants [Br:1][C:2]1[CH:3]=[C:4]2[C:9](=[CH:10][CH:11]=1)[CH:8]=[C:7]([C:12]([OH:14])=[O:13])[CH:6]=[CH:5]2.[CH2:15](O)[CH3:16].S(=O)(=O)(O)O, predict the reaction product. The product is: [Br:1][C:2]1[CH:3]=[C:4]2[C:9](=[CH:10][CH:11]=1)[CH:8]=[C:7]([C:12]([O:14][CH2:15][CH3:16])=[O:13])[CH:6]=[CH:5]2. (3) Given the reactants [NH2:1][N:2]1[C:10](=[O:11])[C:9]2[N:8]([CH3:12])[CH:7]=[N:6][C:5]=2[N:4]=[C:3]1[C:13]1[CH:18]=[CH:17][C:16]([F:19])=[CH:15][CH:14]=1.[Br:20][C:21]1[CH:26]=[CH:25][C:24]([CH2:27]Br)=[CH:23][CH:22]=1, predict the reaction product. The product is: [Br:20][C:21]1[CH:26]=[CH:25][C:24]([CH2:27][NH:1][N:2]2[C:10](=[O:11])[C:9]3[N:8]([CH3:12])[CH:7]=[N:6][C:5]=3[N:4]=[C:3]2[C:13]2[CH:18]=[CH:17][C:16]([F:19])=[CH:15][CH:14]=2)=[CH:23][CH:22]=1. (4) Given the reactants C(OC([N:8]1[C:16]2[C:11](=[CH:12][C:13]([C:17]3[CH:18]=[C:19]([CH:34]=[CH:35][CH:36]=3)[CH2:20][O:21][C:22]3[CH:27]=[CH:26][C:25]([CH2:28][CH2:29][C:30]([O:32]C)=[O:31])=[CH:24][CH:23]=3)=[CH:14][CH:15]=2)[CH:10]=[CH:9]1)=O)(C)(C)C.[OH-].[K+], predict the reaction product. The product is: [NH:8]1[C:16]2[C:11](=[CH:12][C:13]([C:17]3[CH:18]=[C:19]([CH:34]=[CH:35][CH:36]=3)[CH2:20][O:21][C:22]3[CH:27]=[CH:26][C:25]([CH2:28][CH2:29][C:30]([OH:32])=[O:31])=[CH:24][CH:23]=3)=[CH:14][CH:15]=2)[CH:10]=[CH:9]1.